Dataset: Reaction yield outcomes from USPTO patents with 853,638 reactions. Task: Predict the reaction yield, written as a fraction of the theoretical maximum amount of product (1.0 means a 100% yield; for example, 0.34 means a 34% yield). (1) The reactants are [C:1]([O-])([O-])=O.[K+].[K+].[NH:7]1[CH2:12][CH2:11]O[CH2:9][CH2:8]1.[CH:13]1[CH:14]=[C:15]2[C:20]3=[C:21]([O:23][C:24]4([C:31]5[CH:32]=[CH:33][CH:34]=[C:35]([O:36][CH2:37]C6C=COC=6)[C:30]=5[C:28](=[O:29])[CH:27]=[CH:26]4)[O:25][C:19]3=[CH:18][CH:17]=[CH:16]2)[CH:22]=1.O. The yield is 0.290. The catalyst is C1COCC1. The product is [CH:1]1[CH:9]=[CH:8][N:7]=[C:12]([CH2:37][O:36][C:35]2[C:30]3[C:28]([CH:27]=[CH:26][C:24]4([O:25][C:19]5=[CH:18][CH:17]=[CH:16][C:15]6[C:20]5=[C:21]([CH:22]=[CH:13][CH:14]=6)[O:23]4)[C:31]=3[CH:32]=[CH:33][CH:34]=2)=[O:29])[CH:11]=1. (2) The reactants are [CH3:1][O:2][C:3]1[C:11]([O:12][CH3:13])=[CH:10][CH:9]=[C:8]2[C:4]=1[CH:5]=[C:6]([CH2:14]O)[NH:7]2.C([SiH](CC)CC)C.FC(F)(F)C(O)=O. The catalyst is ClCCl. The product is [CH3:1][O:2][C:3]1[C:11]([O:12][CH3:13])=[CH:10][CH:9]=[C:8]2[C:4]=1[CH:5]=[C:6]([CH3:14])[NH:7]2. The yield is 0.540. (3) The reactants are [NH2:1][C:2]1[CH:10]=[C:9]([F:11])[CH:8]=[CH:7][C:3]=1[C:4]([OH:6])=O.O=S(Cl)Cl.[Cl:16][C:17]1[CH:23]=[CH:22][CH:21]=[CH:20][C:18]=1[NH2:19].C(Cl)(Cl)Cl. The catalyst is C1C=CC=CC=1. The product is [NH2:1][C:2]1[CH:10]=[C:9]([F:11])[CH:8]=[CH:7][C:3]=1[C:4]([NH:19][C:18]1[CH:20]=[CH:21][CH:22]=[CH:23][C:17]=1[Cl:16])=[O:6]. The yield is 0.520. (4) The reactants are [Cl:1][C:2]1[CH:7]=[C:6]([NH:8][NH2:9])[CH:5]=[CH:4][N:3]=1.[C:10]([NH:12][C:13](=[N:21][C:22]1[CH:27]=[CH:26][C:25]([NH:28][C:29](=[O:31])[CH3:30])=[CH:24][CH:23]=1)OC1C=CC=CC=1)#[N:11].C(=O)(O)[O-].[Na+].C(#N)C. The catalyst is CN1C(=O)CCC1.CCN(C(C)C)C(C)C. The product is [NH2:11][C:10]1[N:8]([C:6]2[CH:5]=[CH:4][N:3]=[C:2]([Cl:1])[CH:7]=2)[N:9]=[C:13]([NH:21][C:22]2[CH:27]=[CH:26][C:25]([NH:28][C:29](=[O:31])[CH3:30])=[CH:24][CH:23]=2)[N:12]=1. The yield is 0.850.